This data is from Reaction yield outcomes from USPTO patents with 853,638 reactions. The task is: Predict the reaction yield, written as a fraction of the theoretical maximum amount of product (1.0 means a 100% yield; for example, 0.34 means a 34% yield). (1) The reactants are [CH3:1][O:2][C:3]1[C:8]([C:9]2[CH:14]=[CH:13][N:12]=[C:11]([NH2:15])[CH:10]=2)=[CH:7][CH:6]=[CH:5][N:4]=1.[C:16](N1C=CC=CC1=O)(N1C=CC=CC1=O)=[S:17]. The catalyst is ClCCl. The product is [N:15]([C:11]1[CH:10]=[C:9]([C:8]2[C:3]([O:2][CH3:1])=[N:4][CH:5]=[CH:6][CH:7]=2)[CH:14]=[CH:13][N:12]=1)=[C:16]=[S:17]. The yield is 0.718. (2) The reactants are COC(=O)[O:4][C:5]1[CH:10]=[C:9]([N+:11]([O-:13])=[O:12])[C:8]([C:14]([CH3:17])([CH3:16])[CH3:15])=[CH:7][C:6]=1[C:18]([CH3:21])([CH3:20])[CH3:19].COC(=O)OC1C([N+]([O-])=O)=CC(C(C)(C)C)=CC=1C(C)(C)C.[OH-].[K+].Cl. The catalyst is CO. The product is [C:18]([C:6]1[CH:7]=[C:8]([C:14]([CH3:16])([CH3:15])[CH3:17])[C:9]([N+:11]([O-:13])=[O:12])=[CH:10][C:5]=1[OH:4])([CH3:19])([CH3:20])[CH3:21]. The yield is 0.290. (3) The reactants are P(=O)(O)(O)O.[C:6]1([CH:12]2[CH2:16][CH2:15][NH:14][CH2:13]2)[CH:11]=[CH:10][CH:9]=[CH:8][CH:7]=1.[CH:17]([C:19]1[CH:33]=[CH:32][C:22]([O:23][C:24]2[CH:31]=[CH:30][C:27]([C:28]#[N:29])=[CH:26][N:25]=2)=[C:21]([CH3:34])[CH:20]=1)=O.C(O[BH-](OC(=O)C)OC(=O)C)(=O)C.[Na+].C(O)(=O)C. The catalyst is ClCCCl.C(OCC)(=O)C. The product is [CH3:34][C:21]1[CH:20]=[C:19]([CH2:17][N:14]2[CH2:15][CH2:16][CH:12]([C:6]3[CH:11]=[CH:10][CH:9]=[CH:8][CH:7]=3)[CH2:13]2)[CH:33]=[CH:32][C:22]=1[O:23][C:24]1[CH:31]=[CH:30][C:27]([C:28]#[N:29])=[CH:26][N:25]=1. The yield is 0.710.